From a dataset of Forward reaction prediction with 1.9M reactions from USPTO patents (1976-2016). Predict the product of the given reaction. (1) Given the reactants CC[C:3](O)=[S:4].[C:6]([C:13]1NC=CN=1)(C1NC=CN=1)=[O:7].[NH2:18][CH:19]1[CH:24]2[CH:20]1[CH2:21][N:22]([C:25]1[N:49]=[CH:48][C:28]3[N:29]=[CH:30][N:31]=[C:32]([NH:33][C:34]4[CH:39]=[CH:38][C:37]([O:40][C:41]5[CH:42]=[N:43][CH:44]=[CH:45][CH:46]=5)=[C:36]([CH3:47])[CH:35]=4)[C:27]=3[CH:26]=1)[CH2:23]2, predict the reaction product. The product is: [CH3:47][C:36]1[CH:35]=[C:34]([NH:33][C:32]2[C:27]3[CH:26]=[C:25]([N:22]4[CH2:21][CH:20]5[CH:24]([CH:19]5[NH:18][C:6](=[O:7])[CH2:13][S:4][CH3:3])[CH2:23]4)[N:49]=[CH:48][C:28]=3[N:29]=[CH:30][N:31]=2)[CH:39]=[CH:38][C:37]=1[O:40][C:41]1[CH:42]=[N:43][CH:44]=[CH:45][CH:46]=1. (2) Given the reactants Br[C:2]1[CH:3]=[CH:4][C:5]([Cl:16])=[C:6]2[C:10]=1[NH:9][C:8]([C:11]([O:13][CH2:14][CH3:15])=[O:12])=[CH:7]2.[C:17]1([CH3:26])[CH:22]=[CH:21][CH:20]=[CH:19][C:18]=1B(O)O.[F-].[Cs+], predict the reaction product. The product is: [Cl:16][C:5]1[CH:4]=[CH:3][C:2]([C:18]2[CH:19]=[CH:20][CH:21]=[CH:22][C:17]=2[CH3:26])=[C:10]2[C:6]=1[CH:7]=[C:8]([C:11]([O:13][CH2:14][CH3:15])=[O:12])[NH:9]2. (3) The product is: [NH:20]1[C:24]2=[N:25][CH:26]=[CH:27][C:28]([C:29]3[S:30][CH:31]=[C:32]([CH2:34][C:35]#[N:36])[N:33]=3)=[C:23]2[CH:22]=[N:21]1. Given the reactants C([N:20]1[C:24]2=[N:25][CH:26]=[CH:27][C:28]([C:29]3[S:30][CH:31]=[C:32]([CH2:34][C:35]#[N:36])[N:33]=3)=[C:23]2[CH:22]=[N:21]1)(C1C=CC=CC=1)(C1C=CC=CC=1)C1C=CC=CC=1.C([SiH](CC)CC)C.C(O)(C(F)(F)F)=O, predict the reaction product.